Dataset: Catalyst prediction with 721,799 reactions and 888 catalyst types from USPTO. Task: Predict which catalyst facilitates the given reaction. (1) The catalyst class is: 1. Reactant: CCCC[N+](CCCC)(CCCC)CCCC.[F-].[C:19]([O:23][C:24](=[O:44])[N:25]([CH2:27][C:28]1[CH:33]=[CH:32][C:31]([Cl:34])=[C:30]([C:35](C)(C)[O:36][SiH2]C(C)(C)C)[CH:29]=1)[CH3:26])([CH3:22])([CH3:21])[CH3:20].CCOC(C)=O. Product: [C:19]([O:23][C:24](=[O:44])[N:25]([CH2:27][C:28]1[CH:33]=[CH:32][C:31]([Cl:34])=[C:30]([CH2:35][OH:36])[CH:29]=1)[CH3:26])([CH3:22])([CH3:20])[CH3:21]. (2) Reactant: [NH2:1][C:2]1[C:10]2[C:5](=[CH:6][C:7]([C:11]3[CH:12]=[C:13]([CH:19]=[CH:20][CH:21]=3)[C:14]([O:16][CH2:17][CH3:18])=[O:15])=[CH:8][CH:9]=2)[NH:4][N:3]=1.ClCCl.[CH3:25][N:26]([CH:28]=O)[CH3:27]. Product: [CH3:14][OH:15].[NH3:1].[CH3:25][N:26]1[CH2:28][CH2:27][N:26]([C:25]2[CH:20]=[CH:19][C:13]([C:14]([NH:1][C:2]3[C:10]4[C:5](=[CH:6][C:7]([C:11]5[CH:12]=[C:13]([CH:19]=[CH:20][CH:21]=5)[C:14]([O:16][CH2:17][CH3:18])=[O:15])=[CH:8][CH:9]=4)[NH:4][N:3]=3)=[O:15])=[CH:12][CH:11]=2)[CH2:28][CH2:27]1. The catalyst class is: 17. (3) Reactant: Cl[C:2]1[CH:7]=[CH:6][N:5]=[C:4]([N:8]2[C:20](=[O:21])[C:19]3[N:11]([C:12]4[C@@H:13]5[CH2:22][C@H:16]([C:17]=4[CH:18]=3)[CH2:15][CH2:14]5)[CH2:10][CH2:9]2)[C:3]=1[CH:23]=[O:24].[CH3:25][N:26]1[CH:31]=[C:30](B2OC(C)(C)C(C)(C)O2)[CH:29]=[C:28]([NH:41][C:42]2[CH:51]=[C:45]3[CH2:46][N:47]([CH3:50])[CH2:48][CH2:49][N:44]3[N:43]=2)[C:27]1=[O:52].C([O-])(=O)C.[Na+].[O-]P([O-])([O-])=O.[K+].[K+].[K+]. Product: [CH3:25][N:26]1[C:27](=[O:52])[C:28]([NH:41][C:42]2[CH:51]=[C:45]3[CH2:46][N:47]([CH3:50])[CH2:48][CH2:49][N:44]3[N:43]=2)=[CH:29][C:30]([C:2]2[CH:7]=[CH:6][N:5]=[C:4]([N:8]3[C:20](=[O:21])[C:19]4[N:11]([C:12]5[C@@H:13]6[CH2:22][C@H:16]([C:17]=5[CH:18]=4)[CH2:15][CH2:14]6)[CH2:10][CH2:9]3)[C:3]=2[CH:23]=[O:24])=[CH:31]1. The catalyst class is: 379. (4) The catalyst class is: 3. Product: [CH2:37]([N:3]([CH2:1][CH3:2])[CH2:4][CH2:5][CH2:6][NH:7][C:8]1[N:9]=[C:10]([C:27]2[CH:28]=[C:29]([CH:33]=[CH:34][C:35]=2[CH3:36])[C:30]([NH:78][C@H:76]([C:70]2[CH:75]=[CH:74][CH:73]=[CH:72][CH:71]=2)[CH3:77])=[O:31])[C:11]2[CH:17]=[CH:16][C:15](=[O:18])[N:14]([C:19]3[C:24]([F:25])=[CH:23][CH:22]=[CH:21][C:20]=3[F:26])[C:12]=2[N:13]=1)[CH3:38]. Reactant: [CH2:1]([N:3]([CH2:37][CH3:38])[CH2:4][CH2:5][CH2:6][NH:7][C:8]1[N:9]=[C:10]([C:27]2[CH:28]=[C:29]([CH:33]=[CH:34][C:35]=2[CH3:36])[C:30](O)=[O:31])[C:11]2[CH:17]=[CH:16][C:15](=[O:18])[N:14]([C:19]3[C:24]([F:25])=[CH:23][CH:22]=[CH:21][C:20]=3[F:26])[C:12]=2[N:13]=1)[CH3:2].CN(C(ON1N=NC2C=CC=CC1=2)=[N+](C)C)C.F[P-](F)(F)(F)(F)F.C(N(CC)CC)C.[C:70]1([C@@H:76]([NH2:78])[CH3:77])[CH:75]=[CH:74][CH:73]=[CH:72][CH:71]=1.